Dataset: Peptide-MHC class I binding affinity with 185,985 pairs from IEDB/IMGT. Task: Regression. Given a peptide amino acid sequence and an MHC pseudo amino acid sequence, predict their binding affinity value. This is MHC class I binding data. (1) The peptide sequence is VVPLYDTPL. The MHC is HLA-A31:01 with pseudo-sequence HLA-A31:01. The binding affinity (normalized) is 0.0847. (2) The peptide sequence is VQIPEKKCF. The MHC is HLA-B08:01 with pseudo-sequence HLA-B08:01. The binding affinity (normalized) is 0.0847.